Dataset: Forward reaction prediction with 1.9M reactions from USPTO patents (1976-2016). Task: Predict the product of the given reaction. Given the reactants [CH2:1]([O:8][CH2:9][C:10]1([C:20](OCC)=[O:21])[CH2:19][CH2:18][C:13]2([O:17][CH2:16][CH2:15][O:14]2)[CH2:12][CH2:11]1)[C:2]1[CH:7]=[CH:6][CH:5]=[CH:4][CH:3]=1.[BH4-].[Li+], predict the reaction product. The product is: [CH2:1]([O:8][CH2:9][C:10]1([CH2:20][OH:21])[CH2:19][CH2:18][C:13]2([O:14][CH2:15][CH2:16][O:17]2)[CH2:12][CH2:11]1)[C:2]1[CH:7]=[CH:6][CH:5]=[CH:4][CH:3]=1.